Dataset: CYP3A4 inhibition data for predicting drug metabolism from PubChem BioAssay. Task: Regression/Classification. Given a drug SMILES string, predict its absorption, distribution, metabolism, or excretion properties. Task type varies by dataset: regression for continuous measurements (e.g., permeability, clearance, half-life) or binary classification for categorical outcomes (e.g., BBB penetration, CYP inhibition). Dataset: cyp3a4_veith. (1) The drug is CCO/C([O-])=N/c1c[n+](N2CCOCC2)no1. The result is 0 (non-inhibitor). (2) The result is 0 (non-inhibitor). The drug is CC(C)c1ccc(CNc2cc(N3CCCC3)ccc2[N+](=O)[O-])cc1.